From a dataset of Forward reaction prediction with 1.9M reactions from USPTO patents (1976-2016). Predict the product of the given reaction. Given the reactants [C:1]([O:5][C:6](=[O:24])[NH:7][C:8]1[CH:9]=[C:10]2[C:22](=[O:23])[NH:21][N:20]=[CH:19][C:12]3=[C:13]([CH:17]=[CH2:18])[NH:14][C:15]([CH:16]=1)=[C:11]23)([CH3:4])([CH3:3])[CH3:2].CN(C)C=O.CO, predict the reaction product. The product is: [C:1]([O:5][C:6](=[O:24])[NH:7][C:8]1[CH:9]=[C:10]2[C:22](=[O:23])[NH:21][N:20]=[CH:19][C:12]3=[C:13]([CH2:17][CH3:18])[NH:14][C:15]([CH:16]=1)=[C:11]23)([CH3:2])([CH3:3])[CH3:4].